Dataset: Catalyst prediction with 721,799 reactions and 888 catalyst types from USPTO. Task: Predict which catalyst facilitates the given reaction. (1) The catalyst class is: 7. Product: [CH3:14][CH:15]([C:16]1[CH:18]=[CH:17][C:19]2[C@:11]3([CH3:12])[C@@H:19]([CH2:11][CH2:12][C:18]=2[CH:17]=1)[C:23]([CH3:24])([CH3:24])[CH2:16][CH2:15][CH2:14]3)[CH3:23]. Reactant: S([O-])(=O)(=O)C.C([BH-]([CH2:11][CH3:12])CC)C.[Li+].[CH3:14][CH2:15][CH2:16][CH2:17][CH2:18][CH3:19].C(O[CH2:23][CH3:24])C. (2) The catalyst class is: 2. Product: [C:9]([C:8]1[CH:11]=[C:12](/[CH:15]=[CH:16]/[CH:17]([C:22]2[CH:23]=[C:24]([Cl:30])[C:25]([Cl:29])=[C:26]([Cl:28])[CH:27]=2)[C:18]([F:19])([F:20])[F:21])[CH:13]=[CH:14][C:7]=1[N:4]1[CH:5]=[N:6][C:2]([N:1]([C:34]([CH:31]2[CH2:33][CH2:32]2)=[O:35])[C:34]([CH:31]2[CH2:33][CH2:32]2)=[O:35])=[N:3]1)#[N:10]. Reactant: [NH2:1][C:2]1[N:6]=[CH:5][N:4]([C:7]2[CH:14]=[CH:13][C:12](/[CH:15]=[CH:16]/[CH:17]([C:22]3[CH:27]=[C:26]([Cl:28])[C:25]([Cl:29])=[C:24]([Cl:30])[CH:23]=3)[C:18]([F:21])([F:20])[F:19])=[CH:11][C:8]=2[C:9]#[N:10])[N:3]=1.[CH:31]1([C:34](Cl)=[O:35])[CH2:33][CH2:32]1.